Dataset: Forward reaction prediction with 1.9M reactions from USPTO patents (1976-2016). Task: Predict the product of the given reaction. (1) Given the reactants C(=O)(OC(C)(C)C)[O:2][C:3]1[CH:8]=[CH:7][C:6]([F:9])=[C:5]([NH:10][C:11]([O:13][C:14]([CH3:17])([CH3:16])[CH3:15])=[O:12])[CH:4]=1.C[O-].[Na+], predict the reaction product. The product is: [F:9][C:6]1[CH:7]=[CH:8][C:3]([OH:2])=[CH:4][C:5]=1[NH:10][C:11](=[O:12])[O:13][C:14]([CH3:16])([CH3:15])[CH3:17]. (2) The product is: [C@H:26]1([NH:35][C:36]2[CH:45]=[CH:44][C:43]3[C:38](=[CH:39][CH:40]=[C:13]([NH:12][S:15]([N:16]([CH3:23])[CH:17]4[CH2:18][CH2:19][O:20][CH2:21][CH2:22]4)(=[O:24])=[O:25])[CH:14]=3)[N:37]=2)[C:34]2[C:29](=[CH:30][CH:31]=[CH:32][CH:33]=2)[CH2:28][CH2:27]1. Given the reactants FC(F)(F)S([O-])(=O)=O.C[N+]1[CH:14]=[CH:13][N:12]([S:15](=[O:25])(=[O:24])[N:16]([CH3:23])[CH:17]2[CH2:22][CH2:21][O:20][CH2:19][CH2:18]2)C=1.[C@H:26]1([NH:35][C:36]2[CH:45]=[CH:44][C:43]3[C:38](=[CH:39][CH:40]=C(N)C=3)[N:37]=2)[C:34]2[C:29](=[CH:30][CH:31]=[CH:32][CH:33]=2)[CH2:28][CH2:27]1, predict the reaction product. (3) The product is: [Cl:30][C:2]1[CH:7]=[CH:6][N:5]=[C:4]([NH:8][C:9]2[CH:10]=[N:11][N:12]([CH2:14][C:15]([NH:17][CH:18]([CH3:20])[CH3:19])=[O:16])[CH:13]=2)[N:3]=1. Given the reactants O[C:2]1[CH:7]=[CH:6][N:5]=[C:4]([NH:8][C:9]2[CH:10]=[N:11][N:12]([CH2:14][C:15]([NH:17][CH:18]([CH3:20])[CH3:19])=[O:16])[CH:13]=2)[N:3]=1.Cl.O1CCOCC1.O=P(Cl)(Cl)[Cl:30], predict the reaction product. (4) Given the reactants [CH3:1][C:2]([N:14]1[C:18]2[CH:19]=[C:20]([CH3:23])[CH:21]=[CH:22][C:17]=2[NH:16][C:15]1=[O:24])([CH3:13])[CH2:3][CH2:4][NH:5]C(=O)OC(C)(C)C.Cl, predict the reaction product. The product is: [NH2:5][CH2:4][CH2:3][C:2]([N:14]1[C:18]2[CH:19]=[C:20]([CH3:23])[CH:21]=[CH:22][C:17]=2[NH:16][C:15]1=[O:24])([CH3:13])[CH3:1]. (5) Given the reactants [CH3:1][N:2]([CH3:36])[C:3](=[O:35])[CH2:4][C:5]1[C:32]([F:33])=[CH:31][C:8]([O:9][CH2:10][CH2:11][C@@H:12]2[CH2:14][C@@H:13]2[CH:15]2[CH2:20][CH2:19][N:18](C(OCC3C=CC=CC=3)=O)[CH2:17][CH2:16]2)=[C:7]([F:34])[CH:6]=1.[H][H], predict the reaction product. The product is: [F:33][C:32]1[CH:31]=[C:8]([O:9][CH2:10][CH2:11][C@@H:12]2[CH2:14][C@@H:13]2[CH:15]2[CH2:16][CH2:17][NH:18][CH2:19][CH2:20]2)[C:7]([F:34])=[CH:6][C:5]=1[CH2:4][C:3]([N:2]([CH3:36])[CH3:1])=[O:35]. (6) Given the reactants [Cl:1][C:2]1[C:7]([N+:8]([O-])=O)=[C:6](/[CH:11]=[C:12](\[O-])/[C:13]([O:15][CH2:16][CH3:17])=[O:14])[CH:5]=[CH:4][N:3]=1.[K+], predict the reaction product. The product is: [Cl:1][C:2]1[N:3]=[CH:4][CH:5]=[C:6]2[CH:11]=[C:12]([C:13]([O:15][CH2:16][CH3:17])=[O:14])[NH:8][C:7]=12. (7) Given the reactants [ClH:1].[CH3:2][C:3]1[CH:8]=[CH:7][C:6]([S:9]([N:12]2[CH2:17][CH2:16][O:15][CH2:14][CH2:13]2)(=[O:11])=[O:10])=[CH:5][C:4]=1[C:18]1[CH:23]=[CH:22][CH:21]=[C:20]([CH2:24][C@H:25]([NH:40][C:41]([C@H:43]2[CH2:48][CH2:47][C@H:46]([CH2:49][NH:50]C(=O)OC(C)(C)C)[CH2:45][CH2:44]2)=[O:42])[C:26](=[O:39])[NH:27][C:28]2[CH:33]=[CH:32][C:31]([C:34]3[NH:38][N:37]=[N:36][N:35]=3)=[CH:30][CH:29]=2)[CH:19]=1.C(#N)C, predict the reaction product. The product is: [ClH:1].[NH2:50][CH2:49][C@H:46]1[CH2:47][CH2:48][C@H:43]([C:41]([NH:40][C@@H:25]([CH2:24][C:20]2[CH:19]=[C:18]([C:4]3[CH:5]=[C:6]([S:9]([N:12]4[CH2:17][CH2:16][O:15][CH2:14][CH2:13]4)(=[O:11])=[O:10])[CH:7]=[CH:8][C:3]=3[CH3:2])[CH:23]=[CH:22][CH:21]=2)[C:26](=[O:39])[NH:27][C:28]2[CH:33]=[CH:32][C:31]([C:34]3[NH:35][N:36]=[N:37][N:38]=3)=[CH:30][CH:29]=2)=[O:42])[CH2:44][CH2:45]1.